From a dataset of Forward reaction prediction with 1.9M reactions from USPTO patents (1976-2016). Predict the product of the given reaction. (1) Given the reactants C(=O)(O)[O-].[Na+].Cl.[OH:7][CH:8]1[O:16][C@H:15]([CH2:17][OH:18])[C@@H:13]([OH:14])[C@H:11]([OH:12])[C@H:9]1[NH2:10], predict the reaction product. The product is: [OH:7][CH:8]1[O:16][C@H:15]([CH2:17][OH:18])[C@@H:13]([OH:14])[C@H:11]([OH:12])[C@H:9]1[NH2:10]. (2) Given the reactants [NH2:1][CH:2]([C:4]1[CH:9]=[CH:8][C:7]([C:10]([CH2:15][CH3:16])([CH2:13][CH3:14])[C:11]#[N:12])=[CH:6][CH:5]=1)[CH3:3].[F:17][C:18]1[CH:19]=[CH:20][C:21]2[N:25]=[CH:24][N:23]([CH2:26][C:27](O)=[O:28])[C:22]=2[C:30]=1[F:31].CCN(CC)CC.CN(C(ON1N=NC2C=CC=NC1=2)=[N+](C)C)C.F[P-](F)(F)(F)(F)F.[OH-].[Na+], predict the reaction product. The product is: [C:11]([C:10]([C:7]1[CH:8]=[CH:9][C:4]([CH:2]([NH:1][C:27](=[O:28])[CH2:26][N:23]2[C:22]3[C:30]([F:31])=[C:18]([F:17])[CH:19]=[CH:20][C:21]=3[N:25]=[CH:24]2)[CH3:3])=[CH:5][CH:6]=1)([CH2:13][CH3:14])[CH2:15][CH3:16])#[N:12].